This data is from Reaction yield outcomes from USPTO patents with 853,638 reactions. The task is: Predict the reaction yield, written as a fraction of the theoretical maximum amount of product (1.0 means a 100% yield; for example, 0.34 means a 34% yield). (1) The reactants are [CH3:1][CH2:2][C:3](=O)[CH:4]([CH2:6][CH3:7])[OH:5].[N:9]#[C:10][NH2:11].[O-]CC.[Na+].O. The catalyst is C(O)C. The product is [NH2:11][C:10]1[O:5][C:4]([CH2:6][CH3:7])=[C:3]([CH2:2][CH3:1])[N:9]=1. The yield is 0.297. (2) The catalyst is CS(C)=O.C(OCC)(=O)C. The yield is 0.726. The reactants are F[C:2]1[CH:12]=[CH:11][C:5]([C:6]([O:8][CH2:9][CH3:10])=[O:7])=[CH:4][CH:3]=1.Cl.[NH:14]1[CH2:17][CH:16]([OH:18])[CH2:15]1.C(=O)([O-])[O-].[K+].[K+]. The product is [OH:18][CH:16]1[CH2:17][N:14]([C:2]2[CH:12]=[CH:11][C:5]([C:6]([O:8][CH2:9][CH3:10])=[O:7])=[CH:4][CH:3]=2)[CH2:15]1. (3) The reactants are [Cl:1][C:2]1[C:11]([Cl:12])=[CH:10][C:5]2[NH:6][C:7](=O)[NH:8][C:4]=2[CH:3]=1.[OH-].[Na+].O=P(Cl)(Cl)[Cl:17]. No catalyst specified. The product is [Cl:17][C:7]1[NH:6][C:5]2[CH:10]=[C:11]([Cl:12])[C:2]([Cl:1])=[CH:3][C:4]=2[N:8]=1. The yield is 0.900. (4) The reactants are Br[C:2]1[C:11]2[C:6](=[CH:7][CH:8]=[CH:9][CH:10]=2)[CH:5]=[N:4][CH:3]=1.[C:12]([C:14]1[CH:19]=[CH:18][C:17]([O:20][CH3:21])=[CH:16][CH:15]=1)#[CH:13]. No catalyst specified. The product is [CH3:21][O:20][C:17]1[CH:18]=[CH:19][C:14]([C:12]#[C:13][C:2]2[C:11]3[C:6](=[CH:7][CH:8]=[CH:9][CH:10]=3)[CH:5]=[N:4][CH:3]=2)=[CH:15][CH:16]=1. The yield is 0.590. (5) The catalyst is C(Cl)Cl.O. The yield is 0.910. The reactants are [Cl:1][C:2]1[CH:9]=[C:8]([O:10][CH3:11])[CH:7]=[C:6]([O:12][CH3:13])[C:3]=1[CH:4]=O.[NH:14]1[CH2:19][CH2:18][CH2:17][CH2:16][CH2:15]1.C(O[BH-](OC(=O)C)OC(=O)C)(=O)C.[Na+].Cl. The product is [Cl:1][C:2]1[CH:9]=[C:8]([O:10][CH3:11])[CH:7]=[C:6]([O:12][CH3:13])[C:3]=1[CH2:4][N:14]1[CH2:19][CH2:18][CH2:17][CH2:16][CH2:15]1. (6) The reactants are [Br:1][C:2]1[C:7]([F:8])=[CH:6][CH:5]=[C:4]([CH3:9])[N:3]=1.[Mn]([O-])(=O)(=O)=[O:11].[K+].[OH2:16]. No catalyst specified. The product is [Br:1][C:2]1[N:3]=[C:4]([C:9]([OH:11])=[O:16])[CH:5]=[CH:6][C:7]=1[F:8]. The yield is 0.170. (7) The reactants are [C:1]([O:9][C@@H:10]1[C@H:14]([F:15])[C@@H:13]([CH2:16][CH:17]([P:25]([O:30]CC)([O:27]CC)=[O:26])[S:18][C:19]2[CH:24]=[CH:23][CH:22]=[CH:21][CH:20]=2)[O:12][C@H:11]1[N:33]1[CH:41]=[N:40][C:39]2[C:38](=[O:42])[NH:37][C:36]([NH:43][C:44](=[O:46])[CH3:45])=[N:35][C:34]1=2)(=[O:8])[C:2]1[CH:7]=[CH:6][CH:5]=[CH:4][CH:3]=1.C(NC1NC(=O)C2N=CN(C3OC(C=CP(O)(O)=O)C(OC(=O)C4C=CC=CC=4)C3OC)C=2N=1)(=O)C(C)C. No catalyst specified. The product is [C:44]([NH:43][C:36]1[NH:37][C:38](=[O:42])[C:39]2[N:40]=[CH:41][N:33]([C@@H:11]3[O:12][C@H:13]([CH2:16][CH:17]([P:25](=[O:26])([OH:27])[OH:30])[S:18][C:19]4[CH:20]=[CH:21][CH:22]=[CH:23][CH:24]=4)[C@@H:14]([F:15])[C@H:10]3[O:9][C:1](=[O:8])[C:2]3[CH:3]=[CH:4][CH:5]=[CH:6][CH:7]=3)[C:34]=2[N:35]=1)(=[O:46])[CH3:45]. The yield is 0.660.